This data is from Peptide-MHC class II binding affinity with 134,281 pairs from IEDB. The task is: Regression. Given a peptide amino acid sequence and an MHC pseudo amino acid sequence, predict their binding affinity value. This is MHC class II binding data. (1) The peptide sequence is AFITDGDNLFPKV. The MHC is DRB3_0101 with pseudo-sequence DRB3_0101. The binding affinity (normalized) is 0.855. (2) The peptide sequence is ATMYYKDVTVSQVWF. The MHC is DRB1_0701 with pseudo-sequence DRB1_0701. The binding affinity (normalized) is 0.872. (3) The peptide sequence is NRRLRTAVLAPTRVVAA. The MHC is DRB4_0101 with pseudo-sequence DRB4_0103. The binding affinity (normalized) is 0.556. (4) The peptide sequence is EKKYFAATQFDPLAA. The MHC is HLA-DQA10101-DQB10501 with pseudo-sequence HLA-DQA10101-DQB10501. The binding affinity (normalized) is 0.438.